This data is from Full USPTO retrosynthesis dataset with 1.9M reactions from patents (1976-2016). The task is: Predict the reactants needed to synthesize the given product. (1) The reactants are: Cl[CH2:2][C:3]1[N:4]=[C:5]([C:9]2[O:10][CH:11]=[CH:12][CH:13]=2)[O:6][C:7]=1[CH3:8].O[C:15]1[C:16]([O:23][CH3:24])=[C:17]([CH:20]=[CH:21][CH:22]=1)[CH:18]=[O:19].C(=O)([O-])[O-:26].[K+].[K+].CN(C)C=O. Given the product [O:10]1[CH:11]=[CH:12][CH:13]=[C:9]1[C:5]1[O:6][C:7]([CH3:8])=[C:3]([CH2:2][O:26][C:22]2[CH:21]=[CH:20][C:17]([CH:18]=[O:19])=[C:16]([O:23][CH3:24])[CH:15]=2)[N:4]=1, predict the reactants needed to synthesize it. (2) The reactants are: [Br:1][C:2]1[C:3]([N:8]2[CH2:11]C(C#N)[CH2:9]2)=[N:4][CH:5]=[CH:6][CH:7]=1.[OH-:14].[K+].[CH2:16]([OH:18])[CH3:17]. Given the product [Br:1][C:2]1[C:3]([N:8]2[CH2:11][CH:17]([C:16]([OH:14])=[O:18])[CH2:9]2)=[N:4][CH:5]=[CH:6][CH:7]=1, predict the reactants needed to synthesize it. (3) The reactants are: Cl.[Cl:2][C:3]1[CH:4]=[C:5]2[C:9](=[CH:10][CH:11]=1)[NH:8][C:7]([C:12]1[CH:13]=[N:14][CH:15]=[CH:16][CH:17]=1)=[C:6]2[CH3:18].C[Si]([N-][Si](C)(C)C)(C)C.[K+].Cl[CH2:30][CH2:31][O:32][Si](C)(C)C.Cl. Given the product [Cl:2][C:3]1[CH:4]=[C:5]2[C:9](=[CH:10][CH:11]=1)[N:8]([CH2:30][CH2:31][OH:32])[C:7]([C:12]1[CH:13]=[N:14][CH:15]=[CH:16][CH:17]=1)=[C:6]2[CH3:18], predict the reactants needed to synthesize it. (4) Given the product [CH:20]1([C:18]2[N:19]=[C:13]([CH:12]=[CH:11][C:5]3[CH:6]=[CH:7][C:8]([O:9][CH3:10])=[C:3]([O:2][CH3:1])[CH:4]=3)[O:15][N:17]=2)[CH2:22][CH2:21]1, predict the reactants needed to synthesize it. The reactants are: [CH3:1][O:2][C:3]1[CH:4]=[C:5]([CH:11]=[CH:12][C:13]([OH:15])=O)[CH:6]=[CH:7][C:8]=1[O:9][CH3:10].O[NH:17][C:18]([CH:20]1[CH2:22][CH2:21]1)=[NH:19]. (5) The reactants are: [Cl:1][C:2]1[CH:29]=[CH:28][C:5]2[NH:6][C:7](=[O:27])[CH:8]([CH2:19][C:20]3[CH:25]=[CH:24][CH:23]=[CH:22][C:21]=3[CH3:26])[N:9]=[C:10]([C:11]3[CH:16]=[CH:15][C:14]([O:17]C)=[CH:13][CH:12]=3)[C:4]=2[CH:3]=1.CCS. Given the product [Cl:1][C:2]1[CH:29]=[CH:28][C:5]2[NH:6][C:7](=[O:27])[CH:8]([CH2:19][C:20]3[CH:25]=[CH:24][CH:23]=[CH:22][C:21]=3[CH3:26])[N:9]=[C:10]([C:11]3[CH:16]=[CH:15][C:14]([OH:17])=[CH:13][CH:12]=3)[C:4]=2[CH:3]=1, predict the reactants needed to synthesize it. (6) The reactants are: C([O:3][C:4](=O)[CH2:5][C:6]1[C:7]([CH3:12])=[N:8][NH:9][C:10]=1[CH3:11])C.[NH:14]1C=C(CC(O)=O)C=[N:15]1.O.NN. Given the product [CH3:12][C:7]1[C:6]([CH2:5][C:4]([NH:14][NH2:15])=[O:3])=[C:10]([CH3:11])[NH:9][N:8]=1, predict the reactants needed to synthesize it.